The task is: Regression. Given two drug SMILES strings and cell line genomic features, predict the synergy score measuring deviation from expected non-interaction effect.. This data is from NCI-60 drug combinations with 297,098 pairs across 59 cell lines. (1) Drug 1: CC12CCC(CC1=CCC3C2CCC4(C3CC=C4C5=CN=CC=C5)C)O. Drug 2: CCC1(CC2CC(C3=C(CCN(C2)C1)C4=CC=CC=C4N3)(C5=C(C=C6C(=C5)C78CCN9C7C(C=CC9)(C(C(C8N6C)(C(=O)OC)O)OC(=O)C)CC)OC)C(=O)OC)O.OS(=O)(=O)O. Cell line: SF-295. Synergy scores: CSS=32.5, Synergy_ZIP=6.71, Synergy_Bliss=7.15, Synergy_Loewe=-5.84, Synergy_HSA=9.18. (2) Drug 1: CC(C)(C#N)C1=CC(=CC(=C1)CN2C=NC=N2)C(C)(C)C#N. Drug 2: CC1=C(C=C(C=C1)C(=O)NC2=CC(=CC(=C2)C(F)(F)F)N3C=C(N=C3)C)NC4=NC=CC(=N4)C5=CN=CC=C5. Cell line: HOP-62. Synergy scores: CSS=20.2, Synergy_ZIP=2.57, Synergy_Bliss=5.88, Synergy_Loewe=11.0, Synergy_HSA=6.99. (3) Drug 1: C1CCN(CC1)CCOC2=CC=C(C=C2)C(=O)C3=C(SC4=C3C=CC(=C4)O)C5=CC=C(C=C5)O. Drug 2: CC(C)(C#N)C1=CC(=CC(=C1)CN2C=NC=N2)C(C)(C)C#N. Cell line: PC-3. Synergy scores: CSS=0.908, Synergy_ZIP=6.78, Synergy_Bliss=2.13, Synergy_Loewe=0.950, Synergy_HSA=-0.203. (4) Drug 1: CN1CCC(CC1)COC2=C(C=C3C(=C2)N=CN=C3NC4=C(C=C(C=C4)Br)F)OC. Drug 2: CC12CCC3C(C1CCC2=O)CC(=C)C4=CC(=O)C=CC34C. Cell line: MALME-3M. Synergy scores: CSS=15.1, Synergy_ZIP=-3.44, Synergy_Bliss=-4.36, Synergy_Loewe=-9.43, Synergy_HSA=-4.75. (5) Drug 1: C1CC(C1)(C(=O)O)C(=O)O.[NH2-].[NH2-].[Pt+2]. Drug 2: CS(=O)(=O)CCNCC1=CC=C(O1)C2=CC3=C(C=C2)N=CN=C3NC4=CC(=C(C=C4)OCC5=CC(=CC=C5)F)Cl. Cell line: HCC-2998. Synergy scores: CSS=8.95, Synergy_ZIP=0.204, Synergy_Bliss=7.15, Synergy_Loewe=0.125, Synergy_HSA=0.318.